This data is from Reaction yield outcomes from USPTO patents with 853,638 reactions. The task is: Predict the reaction yield, written as a fraction of the theoretical maximum amount of product (1.0 means a 100% yield; for example, 0.34 means a 34% yield). The reactants are [N+:1]([C:4]1[CH:5]=[CH:6][C:7]2[O:12][C@:11]([CH3:18])([CH:13]([O:16][CH3:17])[O:14][CH3:15])[C@@H:10]3[O:19][C@@H:9]3[C:8]=2[CH:20]=1)([O-:3])=[O:2].[CH3:21][C:22]1[C:27]([CH3:28])=[CH:26][CH:25]=[CH:24][C:23]=1[NH:29][CH2:30][C:31]1[N:32]=[N:33][N:34]([CH3:36])[N:35]=1. No catalyst specified. The product is [N+:1]([C:4]1[CH:5]=[CH:6][C:7]2[O:12][C@:11]([CH3:18])([CH:13]([O:16][CH3:17])[O:14][CH3:15])[C@H:10]([OH:19])[C@@H:9]([N:29]([C:23]3[CH:24]=[CH:25][CH:26]=[C:27]([CH3:28])[C:22]=3[CH3:21])[CH2:30][C:31]3[N:32]=[N:33][N:34]([CH3:36])[N:35]=3)[C:8]=2[CH:20]=1)([O-:3])=[O:2]. The yield is 0.470.